Dataset: Reaction yield outcomes from USPTO patents with 853,638 reactions. Task: Predict the reaction yield, written as a fraction of the theoretical maximum amount of product (1.0 means a 100% yield; for example, 0.34 means a 34% yield). (1) The reactants are [O:1]=[C:2]1[C:7]2=[CH:8][C:9]3[CH:10]=[CH:11][C:12]([C:15](O)=[O:16])=[CH:13][C:14]=3[N:6]2[C:5]2([CH2:20][CH2:19][CH2:18]2)[CH2:4][NH:3]1.CCN=C=NCCCN(C)C.Cl.Cl.[F:34][C:35]1[CH:41]=[CH:40][C:38]([NH2:39])=[CH:37][C:36]=1[N+:42]([O-:44])=[O:43]. The catalyst is C(Cl)Cl.CN(C1C=CN=CC=1)C.O. The product is [F:34][C:35]1[CH:41]=[CH:40][C:38]([NH:39][C:15]([C:12]2[CH:11]=[CH:10][C:9]3[CH:8]=[C:7]4[C:2](=[O:1])[NH:3][CH2:4][C:5]5([CH2:18][CH2:19][CH2:20]5)[N:6]4[C:14]=3[CH:13]=2)=[O:16])=[CH:37][C:36]=1[N+:42]([O-:44])=[O:43]. The yield is 0.660. (2) The reactants are [CH2:1]([O:3][C:4](=[O:16])[CH:5]=[CH:6][C:7]1[CH:12]=[CH:11][CH:10]=[C:9]([N+:13]([O-:15])=[O:14])[CH:8]=1)[CH3:2].[NH4+:17].[Cl-].[CH2:19]1[CH2:23]O[CH2:21][CH2:20]1. The catalyst is [Li]CCCC. The product is [CH2:21]([N:17]([C@H:19]([C:20]1[CH:7]=[CH:6][CH:5]=[CH:4][CH:21]=1)[CH3:23])[C@@H:6]([C:7]1[CH:12]=[CH:11][CH:10]=[C:9]([N+:13]([O-:15])=[O:14])[CH:8]=1)[CH2:5][C:4]([O:3][CH2:1][CH3:2])=[O:16])[C:20]1[CH:10]=[CH:9][CH:8]=[CH:23][CH:19]=1. The yield is 0.650.